Dataset: Reaction yield outcomes from USPTO patents with 853,638 reactions. Task: Predict the reaction yield, written as a fraction of the theoretical maximum amount of product (1.0 means a 100% yield; for example, 0.34 means a 34% yield). (1) The reactants are O[CH2:2][CH:3]1[CH2:7][CH:6]([CH2:8]O)[CH2:5][N:4]1[C:10]([O:12][C:13]([CH3:16])([CH3:15])[CH3:14])=[O:11].C([N:19](CC)CC)C.CS(Cl)(=O)=O.[Cl-].[NH4+]. The catalyst is ClCCl. The product is [CH:6]12[CH2:7][CH:3]([N:4]([C:10]([O:12][C:13]([CH3:16])([CH3:15])[CH3:14])=[O:11])[CH2:5]1)[CH2:2][NH:19][CH2:8]2. The yield is 0.400. (2) The reactants are [CH3:1][O:2][C:3]1[CH:25]=[CH:24][C:6]([CH2:7][N:8]2[C:13](=O)[CH:12]3[CH:10]([CH:11]3[C:15]3[CH:20]=[CH:19][C:18]([O:21][CH3:22])=[CH:17][CH:16]=3)[C:9]2=O)=[CH:5][CH:4]=1.[BH4-].[Na+].B(F)(F)F.N1CCNCC1. The catalyst is C1COCC1.O.[Cl-].[Na+].O. The product is [CH3:1][O:2][C:3]1[CH:4]=[CH:5][C:6]([CH2:7][N:8]2[CH2:9][CH:10]3[CH:12]([CH:11]3[C:15]3[CH:20]=[CH:19][C:18]([O:21][CH3:22])=[CH:17][CH:16]=3)[CH2:13]2)=[CH:24][CH:25]=1. The yield is 0.650. (3) The reactants are Cl[C:2]1[CH:11]=[CH:10][C:5]([C:6]([O:8][CH3:9])=[O:7])=[CH:4][N:3]=1.[NH:12]1[CH2:17][CH2:16][O:15][CH2:14][CH2:13]1.C(=O)([O-])[O-].[K+].[K+].CN(C=O)C. The catalyst is O. The product is [N:12]1([C:2]2[CH:11]=[CH:10][C:5]([C:6]([O:8][CH3:9])=[O:7])=[CH:4][N:3]=2)[CH2:17][CH2:16][O:15][CH2:14][CH2:13]1. The yield is 0.710. (4) The reactants are [Cl:1][C:2]1[CH:8]=[CH:7][C:5]([NH2:6])=[CH:4][C:3]=1[CH3:9].Cl.[N:11]([O-])=O.[Na+].[F:15][B-:16]([F:19])([F:18])[F:17].[Na+]. The catalyst is O. The product is [F:15][B-:16]([F:19])([F:18])[F:17].[Cl:1][C:2]1[CH:8]=[CH:7][C:5]([N+:6]#[N:11])=[CH:4][C:3]=1[CH3:9]. The yield is 0.950. (5) The reactants are [Cl:1][C:2]1[N:10]=[CH:9][C:8]([F:11])=[CH:7][C:3]=1[C:4](O)=[O:5].C[N:13](C=O)C.C(Cl)(=O)C(Cl)=O. The catalyst is C(Cl)Cl. The product is [Cl:1][C:2]1[N:10]=[CH:9][C:8]([F:11])=[CH:7][C:3]=1[C:4]([NH2:13])=[O:5]. The yield is 0.890. (6) The reactants are [CH2:1]([Mg]Br)[CH:2]=[CH2:3].[F:6][C:7]([F:38])([F:37])[C:8]1[CH:9]=[C:10]([C@H:18]([O:20][C@@H:21]2[C@@H:26]([C:27]3[CH:32]=[CH:31][CH:30]=[CH:29][CH:28]=3)[C@H:25]([C:33](OC)=[O:34])[CH2:24][CH2:23][O:22]2)[CH3:19])[CH:11]=[C:12]([C:14]([F:17])([F:16])[F:15])[CH:13]=1.[Cl-].[NH4+].O1C[CH2:44][CH2:43][CH2:42]1. No catalyst specified. The product is [CH2:1]([C:33]([CH2:44][CH:43]=[CH2:42])([C@@H:25]1[CH2:24][CH2:23][O:22][C@H:21]([O:20][C@@H:18]([C:10]2[CH:11]=[C:12]([C:14]([F:17])([F:15])[F:16])[CH:13]=[C:8]([C:7]([F:6])([F:38])[F:37])[CH:9]=2)[CH3:19])[C@H:26]1[C:27]1[CH:32]=[CH:31][CH:30]=[CH:29][CH:28]=1)[OH:34])[CH:2]=[CH2:3]. The yield is 0.950. (7) The reactants are [OH:1][CH2:2][C:3]1[CH:26]=[CH:25][C:6]([O:7][CH2:8][C:9]2[N:10]=[C:11]([C:15]3[CH:24]=[CH:23][CH:22]=[CH:21][C:16]=3[C:17]([O:19][CH3:20])=[O:18])[O:12][C:13]=2[CH3:14])=[C:5]([O:27][CH3:28])[CH:4]=1.O[C:30]1[C:34]([CH:35]=[O:36])=[CH:33][N:32]([C:37]2[CH:42]=[CH:41][CH:40]=[CH:39][CH:38]=2)[N:31]=1.C(P(CCCC)CCCC)CCC.N(C(N1CCCCC1)=O)=NC(N1CCCCC1)=O. The catalyst is O1CCCC1. The product is [CH:35]([C:34]1[C:30]([O:1][CH2:2][C:3]2[CH:26]=[CH:25][C:6]([O:7][CH2:8][C:9]3[N:10]=[C:11]([C:15]4[CH:24]=[CH:23][CH:22]=[CH:21][C:16]=4[C:17]([O:19][CH3:20])=[O:18])[O:12][C:13]=3[CH3:14])=[C:5]([O:27][CH3:28])[CH:4]=2)=[N:31][N:32]([C:37]2[CH:38]=[CH:39][CH:40]=[CH:41][CH:42]=2)[CH:33]=1)=[O:36]. The yield is 0.640.